Dataset: CYP2D6 inhibition data for predicting drug metabolism from PubChem BioAssay. Task: Regression/Classification. Given a drug SMILES string, predict its absorption, distribution, metabolism, or excretion properties. Task type varies by dataset: regression for continuous measurements (e.g., permeability, clearance, half-life) or binary classification for categorical outcomes (e.g., BBB penetration, CYP inhibition). Dataset: cyp2d6_veith. (1) The compound is CSc1nc2ccccc2cc1/C=C(\C#N)c1cccc(Cl)c1. The result is 0 (non-inhibitor). (2) The molecule is NS(=O)(=O)c1ccc(N=Nc2ccc(O)c(C(=O)O)c2)cc1. The result is 0 (non-inhibitor). (3) The drug is Cc1cccc(C)c1NC(=O)CS(=O)CC(=O)NCCCc1ccccc1. The result is 0 (non-inhibitor). (4) The molecule is FC(F)(F)c1ccccc1-c1cc(N2CCNCC2)ncn1. The result is 0 (non-inhibitor). (5) The compound is O=C1Oc2ccccc2C2(O)C3CCCCCC3C12. The result is 0 (non-inhibitor). (6) The drug is CCCN(C/C=C\I)[C@@H]1CCc2ccc(O)cc2C1. The result is 1 (inhibitor). (7) The compound is Cc1ccc(C)c(NC(=S)NNC(=O)c2ccc(Br)o2)c1. The result is 0 (non-inhibitor).